Dataset: Catalyst prediction with 721,799 reactions and 888 catalyst types from USPTO. Task: Predict which catalyst facilitates the given reaction. (1) Reactant: F[C:2]1[CH:7]=[C:6]([O:8][CH3:9])[CH:5]=[CH:4][C:3]=1[C:10]1[NH:19][C:18](=[O:20])[C:17]2[C:12](=[CH:13][C:14]([O:23][CH3:24])=[CH:15][C:16]=2[O:21][CH3:22])[N:11]=1.[CH3:25][N:26]1[CH2:31][CH2:30][CH:29]([NH2:32])[CH2:28][CH2:27]1.C[Si]([N-][Si](C)(C)C)(C)C.[Li+]. Product: [CH3:22][O:21][C:16]1[CH:15]=[C:14]([O:23][CH3:24])[CH:13]=[C:12]2[C:17]=1[C:18](=[O:20])[NH:19][C:10]([C:3]1[CH:4]=[CH:5][C:6]([O:8][CH3:9])=[CH:7][C:2]=1[NH:32][CH:29]1[CH2:30][CH2:31][N:26]([CH3:25])[CH2:27][CH2:28]1)=[N:11]2. The catalyst class is: 20. (2) Reactant: Cl[C:2]1[C:11]2[CH2:10][N:9]([C:12]3[CH:21]=[C:20]4[C:15]([CH2:16][CH2:17][CH:18]([C:22]5[C:27]([F:28])=[CH:26][CH:25]=[CH:24][N:23]=5)[O:19]4)=[CH:14][C:13]=3[CH3:29])[C:8](=[O:30])[NH:7][C:6]=2[CH:5]=[CH:4][N:3]=1.C(B(O)O)C.C1(P(C2CCCCC2)C2CCCCC2)CCCCC1.P([O-])([O-])([O-])=O.[K+].[K+].[K+]. Product: [F:28][C:27]1[C:22]([CH:18]2[CH2:17][CH2:16][C:15]3[C:20](=[CH:21][C:12]([N:9]4[CH2:10][C:11]5[CH:2]=[N:3][CH:4]=[CH:5][C:6]=5[NH:7][C:8]4=[O:30])=[C:13]([CH3:29])[CH:14]=3)[O:19]2)=[N:23][CH:24]=[CH:25][CH:26]=1. The catalyst class is: 493. (3) Reactant: ClC1C=C(C=CC=1)C(OO)=[O:6].[C:12]([C:14]1[C:15]([NH:44][CH2:45][CH2:46][O:47][CH3:48])=[CH:16][C:17]([NH:20][C:21]([N:23]2[C:32]3[C:27](=[CH:28][C:29]([CH2:35][N:36]4[CH2:41][CH2:40][N:39]([CH3:42])[CH2:38][C:37]4=[O:43])=[C:30]([CH:33]=[O:34])[N:31]=3)[CH2:26][CH2:25][CH2:24]2)=[O:22])=[N:18][CH:19]=1)#[N:13]. Product: [C:12]([C:14]1[C:15]([NH:44][CH2:45][CH2:46][O:47][CH3:48])=[CH:16][C:17]([NH:20][C:21]([N:23]2[C:32]3[N:31]=[C:30]([CH:33]=[O:34])[C:29]([CH2:35][N:36]4[CH2:41][CH2:40][N+:39]([O-:6])([CH3:42])[CH2:38][C:37]4=[O:43])=[CH:28][C:27]=3[CH2:26][CH2:25][CH2:24]2)=[O:22])=[N:18][CH:19]=1)#[N:13]. The catalyst class is: 373. (4) Reactant: C(O)(=O)C.C([CH2:7][C:8]([O:13][C:14]1[CH:19]=[CH:18][C:17]([CH:20]=O)=[CH:16][CH:15]=1)([CH3:12])[C:9]([OH:11])=[O:10])C.[NH2:22][C:23]1[CH:28]=[C:27]([Cl:29])[CH:26]=[CH:25][C:24]=1[SH:30].C([O-])(=O)C.[Na+]. Product: [Cl:29][C:27]1[CH:26]=[CH:25][C:24]2[S:30][C:20]([C:17]3[CH:16]=[CH:15][C:14]([O:13][C:8]([CH3:7])([CH3:12])[C:9]([OH:11])=[O:10])=[CH:19][CH:18]=3)=[N:22][C:23]=2[CH:28]=1. The catalyst class is: 69. (5) Reactant: [F:1][C:2]1[CH:3]=[C:4]([CH2:9][C@H:10]([NH:14][C:15](=[O:21])[O:16][C:17]([CH3:20])([CH3:19])[CH3:18])[C@H:11]2[CH2:13][O:12]2)[CH:5]=[C:6]([F:8])[CH:7]=1.[NH2:22][C:23]1[C:32]2[C:27](=[CH:28][CH:29]=[C:30]([CH2:33][CH3:34])[CH:31]=2)[O:26][CH2:25][C:24]=1[OH:35]. Product: [C:17]([O:16][C:15](=[O:21])[NH:14][CH:10]([CH2:9][C:4]1[CH:3]=[C:2]([F:1])[CH:7]=[C:6]([F:8])[CH:5]=1)[CH:11]([OH:12])[CH2:13][NH:22][C:23]1[C:32]2[C:27](=[CH:28][CH:29]=[C:30]([CH2:33][CH3:34])[CH:31]=2)[O:26][CH2:25][C:24]=1[OH:35])([CH3:20])([CH3:19])[CH3:18]. The catalyst class is: 41.